Dataset: hERG potassium channel inhibition data for cardiac toxicity prediction from Karim et al.. Task: Regression/Classification. Given a drug SMILES string, predict its toxicity properties. Task type varies by dataset: regression for continuous values (e.g., LD50, hERG inhibition percentage) or binary classification for toxic/non-toxic outcomes (e.g., AMES mutagenicity, cardiotoxicity, hepatotoxicity). Dataset: herg_karim. (1) The molecule is CC(C)(C)COc1ccc2c(c1)[C@]1(COC(N)=N1)c1cc(-c3ccncc3)ccc1O2. The result is 1 (blocker). (2) The molecule is CN(CC(=O)O)C(=N)c1ccc(C(=O)Nc2ccc(Cl)cc2C(=O)Nc2ccc(Cl)cn2)cc1. The result is 1 (blocker). (3) The compound is COc1ccccc1OCC[N+]CC(O)COC1=CC=CC2=Nc3ccccc3C12. The result is 0 (non-blocker). (4) The molecule is Cc1cc2nc(CC3CCCC3)n(Cc3ccc(Cl)cc3)c2cc1C. The result is 1 (blocker). (5) The drug is c1ccc(Nc2nc3c(s2)CCc2[nH]ncc2-3)nc1. The result is 0 (non-blocker). (6) The compound is Cc1cccnc1CN1CCC(Oc2ncnc3c2ccn3Cc2ccccc2)CC1. The result is 1 (blocker). (7) The drug is O=C(Nc1ccc(-c2nnc(NCCCN3CCCCC3)o2)c(Cl)c1)c1ccccc1F. The result is 1 (blocker).